Dataset: Full USPTO retrosynthesis dataset with 1.9M reactions from patents (1976-2016). Task: Predict the reactants needed to synthesize the given product. (1) Given the product [CH3:14][O:13][C:11](=[O:12])[CH2:10][O:9][C:8]1[CH:15]=[C:16]([CH3:17])[C:5]([S:2]([NH:25][C:24]2[CH:26]=[CH:27][C:21]([O:20][CH3:19])=[CH:22][C:23]=2[N+:28]([O-:30])=[O:29])(=[O:4])=[O:3])=[C:6]([CH3:18])[CH:7]=1, predict the reactants needed to synthesize it. The reactants are: Cl[S:2]([C:5]1[C:16]([CH3:17])=[CH:15][C:8]([O:9][CH2:10][C:11]([O:13][CH3:14])=[O:12])=[CH:7][C:6]=1[CH3:18])(=[O:4])=[O:3].[CH3:19][O:20][C:21]1[CH:27]=[CH:26][C:24]([NH2:25])=[C:23]([N+:28]([O-:30])=[O:29])[CH:22]=1.N1C=CC=CC=1. (2) Given the product [Cl:12][C:8]1[C:7]2[S:22][C:4]([C:3]3[C:15]([F:19])=[CH:16][CH:17]=[CH:18][C:2]=3[Cl:1])=[N:5][C:6]=2[CH:11]=[CH:10][N:9]=1, predict the reactants needed to synthesize it. The reactants are: [Cl:1][C:2]1[CH:18]=[CH:17][CH:16]=[C:15]([F:19])[C:3]=1[C:4](Cl)=[N:5][C:6]1[CH:11]=[CH:10][N:9]=[C:8]([Cl:12])[C:7]=1F.NC(N)=[S:22].N1C=CC=CC=1.C(N(CC)CC)C. (3) Given the product [Cl:1][C:2]1[CH:7]=[C:6]([C:21]2[CH:22]=[C:23]3[C:27](=[CH:28][CH:29]=2)[NH:26][N:25]=[CH:24]3)[N:5]=[C:4]2[N:9]([CH3:12])[N:10]=[CH:11][C:3]=12, predict the reactants needed to synthesize it. The reactants are: [Cl:1][C:2]1[CH:7]=[C:6](Cl)[N:5]=[C:4]2[N:9]([CH3:12])[N:10]=[CH:11][C:3]=12.CC1(C)C(C)(C)OB([C:21]2[CH:22]=[C:23]3[C:27](=[CH:28][CH:29]=2)[NH:26][N:25]=[CH:24]3)O1.C([O-])(=O)C.[K+].